Dataset: Catalyst prediction with 721,799 reactions and 888 catalyst types from USPTO. Task: Predict which catalyst facilitates the given reaction. (1) Reactant: [CH3:13][C:12]([O:11][C:9](O[C:9]([O:11][C:12]([CH3:15])([CH3:14])[CH3:13])=[O:10])=[O:10])([CH3:15])[CH3:14].C1COCC1.O.[NH2:22][C@@H:23]([CH3:35])[C:24]([NH:26][C@@H:27]([CH2:31][CH:32]([CH3:34])[CH3:33])[C:28]([OH:30])=[O:29])=[O:25]. Product: [C:12]([O:11][C:9]([NH:22][C@@H:23]([CH3:35])[C:24]([NH:26][C@@H:27]([CH2:31][CH:32]([CH3:34])[CH3:33])[C:28]([OH:30])=[O:29])=[O:25])=[O:10])([CH3:13])([CH3:14])[CH3:15]. The catalyst class is: 25. (2) Reactant: [C:1]([O:5][C:6]([NH:8][C:9]1[CH:14]=[CH:13][CH:12]=[CH:11][C:10]=1[NH:15][C:16]([C:18]1[CH:23]=[CH:22][C:21]([CH:24]=[CH:25][C:26]([OH:28])=O)=[CH:20][CH:19]=1)=[O:17])=[O:7])([CH3:4])([CH3:3])[CH3:2].CCN(CC)CC.CN([P+](ON1N=NC2C=CC=CC1=2)(N(C)C)N(C)C)C.F[P-](F)(F)(F)(F)F.[NH2:63][CH2:64][CH2:65][C:66]1[CH:67]=[N:68][CH:69]=[CH:70][CH:71]=1.[NH4+].[Cl-]. Product: [N:68]1[CH:69]=[CH:70][CH:71]=[C:66]([CH2:65][CH2:64][NH:63][C:26]([CH:25]=[CH:24][C:21]2[CH:20]=[CH:19][C:18]([C:16]([NH:15][C:10]3[CH:11]=[CH:12][CH:13]=[CH:14][C:9]=3[NH:8][C:6](=[O:7])[O:5][C:1]([CH3:2])([CH3:4])[CH3:3])=[O:17])=[CH:23][CH:22]=2)=[O:28])[CH:67]=1. The catalyst class is: 31. (3) Reactant: [CH3:1][C:2]1[NH:6][N:5]=[C:4]([C:7]([NH2:9])=[O:8])[N:3]=1.[Br:10][C:11]1[CH:16]=[CH:15][CH:14]=[C:13]([CH2:17]Br)[CH:12]=1.C([O-])([O-])=O.[K+].[K+]. Product: [Br:10][C:11]1[CH:12]=[C:13]([CH:14]=[CH:15][CH:16]=1)[CH2:17][N:6]1[C:2]([CH3:1])=[N:3][C:4]([C:7]([NH2:9])=[O:8])=[N:5]1. The catalyst class is: 1.